Task: Predict which catalyst facilitates the given reaction.. Dataset: Catalyst prediction with 721,799 reactions and 888 catalyst types from USPTO (1) Reactant: [CH3:1][O:2][C:3]1[CH:12]=[C:11]2[C:6]([CH2:7][C:8]([CH3:14])([CH3:13])[NH:9][CH2:10]2)=[CH:5][C:4]=1[OH:15].N1C=CN=C1.[CH:21]([Si:24](Cl)([CH:28]([CH3:30])[CH3:29])[CH:25]([CH3:27])[CH3:26])([CH3:23])[CH3:22].O. Product: [CH3:1][O:2][C:3]1[CH:12]=[C:11]2[C:6]([CH2:7][C:8]([CH3:13])([CH3:14])[NH:9][CH2:10]2)=[CH:5][C:4]=1[O:15][Si:24]([CH:28]([CH3:30])[CH3:29])([CH:25]([CH3:27])[CH3:26])[CH:21]([CH3:23])[CH3:22]. The catalyst class is: 366. (2) Reactant: [Cl:1][C:2]1[CH:3]=[CH:4][C:5]2[N:11]3[C:12]([C:15]([F:18])([F:17])[F:16])=[N:13][N:14]=[C:10]3[C@@H:9]([CH2:19][C:20](O)=[O:21])[O:8][C@H:7]([C:23]3[CH:28]=[CH:27][CH:26]=[C:25]([O:29][CH3:30])[C:24]=3[O:31][CH3:32])[C:6]=2[CH:33]=1.[NH:34]1[CH2:39][CH2:38][CH:37]([CH2:40][C:41]([O:43][CH2:44][CH3:45])=[O:42])[CH2:36][CH2:35]1.Cl.C(N=C=NCCCN(C)C)C.ON1C2C=CC=CC=2N=N1. Product: [Cl:1][C:2]1[CH:3]=[CH:4][C:5]2[N:11]3[C:12]([C:15]([F:17])([F:16])[F:18])=[N:13][N:14]=[C:10]3[C@@H:9]([CH2:19][C:20]([N:34]3[CH2:39][CH2:38][CH:37]([CH2:40][C:41]([O:43][CH2:44][CH3:45])=[O:42])[CH2:36][CH2:35]3)=[O:21])[O:8][C@H:7]([C:23]3[CH:28]=[CH:27][CH:26]=[C:25]([O:29][CH3:30])[C:24]=3[O:31][CH3:32])[C:6]=2[CH:33]=1. The catalyst class is: 526. (3) Reactant: Cl.[NH2:2][C:3]1[C:4]([C:13]([NH:15][C@@H:16]([C@H:21]2[CH2:26][CH2:25][C@H:24]([C:27]([CH3:30])([CH3:29])[CH3:28])[CH2:23][CH2:22]2)[C:17]([O:19][CH3:20])=[O:18])=[O:14])=[CH:5][C:6]2[C:11]([CH:12]=1)=[CH:10][CH:9]=[CH:8][CH:7]=2.[Cl:31][C:32]1[CH:37]=[C:36]([Cl:38])[CH:35]=[C:34]([Cl:39])[C:33]=1[N:40]=[C:41]=[O:42].CCCCCC.C(OCC)(=O)C. Product: [CH3:28][C:27]([C@H:24]1[CH2:23][CH2:22][C@H:21]([C@H:16]([NH:15][C:13]([C:4]2[C:3]([NH:2][C:41]([NH:40][C:33]3[C:34]([Cl:39])=[CH:35][C:36]([Cl:38])=[CH:37][C:32]=3[Cl:31])=[O:42])=[CH:12][C:11]3[C:6](=[CH:7][CH:8]=[CH:9][CH:10]=3)[CH:5]=2)=[O:14])[C:17]([O:19][CH3:20])=[O:18])[CH2:26][CH2:25]1)([CH3:30])[CH3:29]. The catalyst class is: 17. (4) Reactant: [OH:1][C:2]1[CH2:7][CH2:6][N:5]([C:8]2[CH:13]=[CH:12][C:11]([I:14])=[CH:10][CH:9]=2)[C:4](=[O:15])[C:3]=1[C:16]#[N:17].[N+](=[CH2:20])=[N-].N(CNC(N)=O)=O. The catalyst class is: 5. Product: [I:14][C:11]1[CH:12]=[CH:13][C:8]([N:5]2[CH2:6][CH2:7][C:2]([O:1][CH3:20])=[C:3]([C:16]#[N:17])[C:4]2=[O:15])=[CH:9][CH:10]=1. (5) Reactant: [NH:1]1[CH2:6][CH2:5][O:4][CH2:3][CH2:2]1.[Cl:7][C:8]1[CH:9]=[C:10]2[C:26]([CH3:27])=[C:25]([CH3:28])[N:24]([CH2:29][C:30]3[CH:35]=[CH:34][CH:33]=[C:32]([F:36])[CH:31]=3)[C:11]2=[C:12]([N:14]2[CH2:23][CH2:22][C:21]3[C:16](=[CH:17][CH:18]=[CH:19][CH:20]=3)[CH2:15]2)[N:13]=1.C1(P(C2C=CC=CC=2)C2C3OC4C(=CC=CC=4P(C4C=CC=CC=4)C4C=CC=CC=4)C(C)(C)C=3C=CC=2)C=CC=CC=1.C(=O)([O-])[O-].[Cs+].[Cs+]. Product: [ClH:7].[F:36][C:32]1[CH:31]=[C:30]([CH:35]=[CH:34][CH:33]=1)[CH2:29][N:24]1[C:11]2=[C:12]([N:14]3[CH2:23][CH2:22][C:21]4[C:16](=[CH:17][CH:18]=[CH:19][CH:20]=4)[CH2:15]3)[N:13]=[C:8]([N:1]3[CH2:6][CH2:5][O:4][CH2:3][CH2:2]3)[CH:9]=[C:10]2[C:26]([CH3:27])=[C:25]1[CH3:28]. The catalyst class is: 62.